This data is from Forward reaction prediction with 1.9M reactions from USPTO patents (1976-2016). The task is: Predict the product of the given reaction. (1) The product is: [Br:1][C:2]1[C:3]([O:13][CH3:12])=[C:4]2[CH:10]=[CH:9][NH:8][C:5]2=[N:6][CH:7]=1. Given the reactants [Br:1][C:2]1[C:3](Cl)=[C:4]2[CH:10]=[CH:9][NH:8][C:5]2=[N:6][CH:7]=1.[CH3:12][O-:13].[Na+], predict the reaction product. (2) Given the reactants [H-].[Na+].[I-].[CH3:4][S+](C)C.[C:8]([O:12][C:13]([NH:15][C@H:16]([CH:20]=[O:21])[CH:17]([CH3:19])[CH3:18])=[O:14])([CH3:11])([CH3:10])[CH3:9], predict the reaction product. The product is: [O:21]1[CH2:4][C@H:20]1[C@@H:16]([NH:15][C:13]([O:12][C:8]([CH3:10])([CH3:11])[CH3:9])=[O:14])[CH:17]([CH3:18])[CH3:19].